Dataset: Forward reaction prediction with 1.9M reactions from USPTO patents (1976-2016). Task: Predict the product of the given reaction. (1) Given the reactants CC1(C)[O:6][CH:5]([C:7]2[CH:12]=[CH:11][N:10]=[C:9]([NH2:13])[N:8]=2)[CH2:4][O:3]1.O.C1(C)C=CC(S(O)(=O)=O)=CC=1.N1C=CN=C1.[Si:32](Cl)([C:35]([CH3:38])([CH3:37])[CH3:36])([CH3:34])[CH3:33], predict the reaction product. The product is: [NH2:13][C:9]1[N:8]=[C:7]([CH:5]([OH:6])[CH2:4][O:3][Si:32]([C:35]([CH3:38])([CH3:37])[CH3:36])([CH3:34])[CH3:33])[CH:12]=[CH:11][N:10]=1. (2) Given the reactants [11CH3][NH:2][C:3]([C:5]([C:28]1[CH:33]=[CH:32][CH:31]=[CH:30][CH:29]=1)([C:22]1[CH:27]=[CH:26][CH:25]=[CH:24][CH:23]=1)[CH2:6][CH2:7][N:8]1[CH2:13][CH2:12][C:11]([OH:21])([C:14]2[CH:19]=[CH:18][C:17]([Cl:20])=[CH:16][CH:15]=2)[CH2:10][CH2:9]1)=[O:4].[OH-].[K+], predict the reaction product. The product is: [Cl:20][C:17]1[CH:16]=[CH:15][C:14]([C:11]2([OH:21])[CH2:10][CH2:9][N:8]([CH2:7][CH2:6][C:5]([C:28]3[CH:29]=[CH:30][CH:31]=[CH:32][CH:33]=3)([C:22]3[CH:23]=[CH:24][CH:25]=[CH:26][CH:27]=3)[C:3]([NH2:2])=[O:4])[CH2:13][CH2:12]2)=[CH:19][CH:18]=1. (3) Given the reactants [NH2:1][C:2]1[CH:7]=[C:6]([F:8])[C:5]([Br:9])=[CH:4][C:3]=1[OH:10].C(N(CC)CC)C.Cl[C:19](Cl)([O:21]C(=O)OC(Cl)(Cl)Cl)Cl.[OH-].[Na+].O, predict the reaction product. The product is: [Br:9][C:5]1[C:6]([F:8])=[CH:7][C:2]2[NH:1][C:19](=[O:21])[O:10][C:3]=2[CH:4]=1. (4) Given the reactants [OH:1][CH:2]1[CH2:6][CH2:5][CH2:4][C:3]1([CH2:12][CH2:13][CH:14]([CH3:16])[CH3:15])[C:7]([O:9][CH2:10][CH3:11])=[O:8].C(Cl)Cl.[C:20](Cl)(=[O:27])[C:21]1[CH:26]=[CH:25][CH:24]=[CH:23][CH:22]=1, predict the reaction product. The product is: [CH2:12]([C:3]1([C:7]([O:9][CH2:10][CH3:11])=[O:8])[CH2:4][CH2:5][CH2:6][CH:2]1[O:1][C:20](=[O:27])[C:21]1[CH:26]=[CH:25][CH:24]=[CH:23][CH:22]=1)[CH2:13][CH:14]([CH3:15])[CH3:16]. (5) Given the reactants [NH2:1][C:2]1[CH:7]=[CH:6][C:5]([C:8]2[N:9]=[C:10]([N:22]3[CH2:27][CH2:26][O:25][CH2:24][C@@H:23]3[CH3:28])[C:11]3[CH2:16][N:15]([C:17]([O:19][CH2:20][CH3:21])=[O:18])[CH2:14][C:12]=3[N:13]=2)=[CH:4][C:3]=1[F:29].[CH2:30]([N:32]=[C:33]=[O:34])[CH3:31], predict the reaction product. The product is: [CH2:20]([O:19][C:17]([N:15]1[CH2:16][C:11]2[C:10]([N:22]3[CH2:27][CH2:26][O:25][CH2:24][C@@H:23]3[CH3:28])=[N:9][C:8]([C:5]3[CH:6]=[CH:7][C:2]([NH:1][C:33]([NH:32][CH2:30][CH3:31])=[O:34])=[C:3]([F:29])[CH:4]=3)=[N:13][C:12]=2[CH2:14]1)=[O:18])[CH3:21]. (6) Given the reactants [CH3:1][O:2][C:3]([C:5]1[NH:6][N:7]=[C:8]([C:10]2[CH:15]=[CH:14][CH:13]=[CH:12][CH:11]=2)[CH:9]=1)=[O:4].Br[CH2:17][CH2:18][CH2:19][C:20]([O:22][CH2:23][CH3:24])=[O:21].C(=O)([O-])[O-].[K+].[K+], predict the reaction product. The product is: [CH3:1][O:2][C:3]([C:5]1[N:6]([CH2:17][CH2:18][CH2:19][C:20]([O:22][CH2:23][CH3:24])=[O:21])[N:7]=[C:8]([C:10]2[CH:15]=[CH:14][CH:13]=[CH:12][CH:11]=2)[CH:9]=1)=[O:4].